This data is from Forward reaction prediction with 1.9M reactions from USPTO patents (1976-2016). The task is: Predict the product of the given reaction. (1) Given the reactants [O:1]1[CH:5]=[CH:4][CH:3]=[C:2]1[C:6]1[NH:7][C:8]2[N:9]([N:13]=[C:14]([C:16]3[CH:21]=[CH:20][CH:19]=[CH:18][CH:17]=3)[CH:15]=2)[C:10](=O)[CH:11]=1.O=P(Cl)(Cl)[Cl:24].CN(C)C1C=CC=CC=1, predict the reaction product. The product is: [Cl:24][C:10]1[N:9]2[N:13]=[C:14]([C:16]3[CH:21]=[CH:20][CH:19]=[CH:18][CH:17]=3)[CH:15]=[C:8]2[N:7]=[C:6]([C:2]2[O:1][CH:5]=[CH:4][CH:3]=2)[CH:11]=1. (2) Given the reactants N[C@@H]1C2C(=CC=CC=2)C[C@@H]1O.[C:12]([O:16][C:17]1[C:22]2[N:23]=[C:24]([O:26][CH:27]([CH3:29])[CH3:28])[S:25][C:21]=2[C:20]([C:30](=[O:33])[CH2:31][Cl:32])=[CH:19][CH:18]=1)([CH3:15])([CH3:14])[CH3:13], predict the reaction product. The product is: [C:12]([O:16][C:17]1[C:22]2[N:23]=[C:24]([O:26][CH:27]([CH3:29])[CH3:28])[S:25][C:21]=2[C:20]([C@@H:30]([OH:33])[CH2:31][Cl:32])=[CH:19][CH:18]=1)([CH3:13])([CH3:14])[CH3:15]. (3) Given the reactants [F:1][C:2]1[CH:7]=[C:6]([C:8]([OH:10])=O)[CH:5]=[CH:4][C:3]=1[C:11]1[CH:16]=[CH:15][C:14]([O:17][CH2:18][CH:19]2[CH2:24][CH2:23][N:22]([CH2:25][C:26]([F:29])([CH3:28])[CH3:27])[CH2:21][CH2:20]2)=[CH:13][C:12]=1[F:30].[NH:31]1[CH2:35][CH2:34][CH2:33][C@@H:32]1[CH2:36][OH:37].CCN(CC)CC.[NH4+].[Cl-], predict the reaction product. The product is: [F:1][C:2]1[CH:7]=[C:6]([C:8]([N:31]2[CH2:35][CH2:34][CH2:33][C@@H:32]2[CH2:36][OH:37])=[O:10])[CH:5]=[CH:4][C:3]=1[C:11]1[CH:16]=[CH:15][C:14]([O:17][CH2:18][CH:19]2[CH2:20][CH2:21][N:22]([CH2:25][C:26]([F:29])([CH3:28])[CH3:27])[CH2:23][CH2:24]2)=[CH:13][C:12]=1[F:30]. (4) Given the reactants [CH:1]([CH:3]=[CH2:4])=[O:2].[CH2:5]([O:8][CH2:9][CH:10]=[CH2:11])[CH:6]=[CH2:7], predict the reaction product. The product is: [CH2:1]([O:2][CH2:11][CH2:10][CH2:9][O:8][CH2:5][CH:6]=[CH2:7])[CH:3]=[CH2:4]. (5) Given the reactants [CH2:1]([O:5][C:6]1[N:14]=[C:13]2[C:9]([N:10]=[C:11]([O:23]C)[N:12]2[CH2:15][CH2:16][CH:17]2[CH2:22][CH2:21][CH2:20][NH:19][CH2:18]2)=[C:8]([NH2:25])[N:7]=1)[CH2:2][CH2:3][CH3:4].I[CH:27]1[CH2:32][CH2:31][CH2:30][CH2:29][CH2:28]1, predict the reaction product. The product is: [NH2:25][C:8]1[N:7]=[C:6]([O:5][CH2:1][CH2:2][CH2:3][CH3:4])[N:14]=[C:13]2[C:9]=1[NH:10][C:11](=[O:23])[N:12]2[CH2:15][CH2:16][CH:17]1[CH2:22][CH2:21][CH2:20][N:19]([CH:27]2[CH2:32][CH2:31][CH2:30][CH2:29][CH2:28]2)[CH2:18]1. (6) Given the reactants [C:1]([O:5][C:6]([N:8]1[CH2:13][CH2:12][C:11]([CH2:18][CH2:19][CH2:20][C:21]([O:23][CH3:24])=[O:22])([C:14]([O:16]C)=O)[CH2:10][CH2:9]1)=[O:7])([CH3:4])([CH3:3])[CH3:2].O1CCCC1.C([N-]C(C)C)(C)C.[Li+].C(OCC)(=O)C.[Cl-].[NH4+], predict the reaction product. The product is: [CH3:24][O:23][C:21]([CH:20]1[CH2:19][CH2:18][C:11]2([CH2:12][CH2:13][N:8]([C:6]([O:5][C:1]([CH3:2])([CH3:4])[CH3:3])=[O:7])[CH2:9][CH2:10]2)[C:14]1=[O:16])=[O:22]. (7) Given the reactants [Cl:1][C:2]1[CH:32]=[C:31]([Cl:33])[CH:30]=[CH:29][C:3]=1[C:4]([C:6]1[CH:11]=[CH:10][CH:9]=[CH:8][C:7]=1[NH:12][S:13]([C:16]1[CH:28]=[CH:27][C:19]([C:20]([NH:22][CH2:23][C:24](O)=[O:25])=[O:21])=[CH:18][CH:17]=1)(=[O:15])=[O:14])=[O:5].Cl.Cl.[N:36]1([CH2:41][CH2:42][C@H:43]2[CH2:48][CH2:47][C@H:46]([NH2:49])[CH2:45][CH2:44]2)[CH2:40][CH2:39][CH2:38][CH2:37]1, predict the reaction product. The product is: [Cl:1][C:2]1[CH:32]=[C:31]([Cl:33])[CH:30]=[CH:29][C:3]=1[C:4]([C:6]1[CH:11]=[CH:10][CH:9]=[CH:8][C:7]=1[NH:12][S:13]([C:16]1[CH:28]=[CH:27][C:19]([C:20]([NH:22][CH2:23][C:24](=[O:25])[NH:49][C@H:46]2[CH2:47][CH2:48][C@H:43]([CH2:42][CH2:41][N:36]3[CH2:40][CH2:39][CH2:38][CH2:37]3)[CH2:44][CH2:45]2)=[O:21])=[CH:18][CH:17]=1)(=[O:15])=[O:14])=[O:5]. (8) Given the reactants O1CCOCC1.Cl[C:8]1[C:13]([CH2:14][O:15][CH2:16][O:17][CH3:18])=[CH:12][C:11]([F:19])=[C:10]([CH3:20])[N:9]=1, predict the reaction product. The product is: [F:19][C:11]1[C:10]([CH3:20])=[N:9][CH:8]=[C:13]([CH2:14][O:15][CH2:16][O:17][CH3:18])[CH:12]=1. (9) Given the reactants [CH3:1][CH:2]([CH3:38])[CH2:3][CH2:4][N:5]([CH2:17][C:18]1[CH:37]=[CH:36][C:21]([CH2:22][O:23][C:24]2[CH:29]=[CH:28][C:27]([CH2:30][CH2:31][C:32]([O:34]C)=[O:33])=[CH:26][CH:25]=2)=[CH:20][CH:19]=1)[C:6]1[S:7][CH:8]=[C:9]([C:11]2[CH:16]=[CH:15][CH:14]=[CH:13][CH:12]=2)[N:10]=1.O.Cl, predict the reaction product. The product is: [CH3:1][CH:2]([CH3:38])[CH2:3][CH2:4][N:5]([CH2:17][C:18]1[CH:19]=[CH:20][C:21]([CH2:22][O:23][C:24]2[CH:25]=[CH:26][C:27]([CH2:30][CH2:31][C:32]([OH:34])=[O:33])=[CH:28][CH:29]=2)=[CH:36][CH:37]=1)[C:6]1[S:7][CH:8]=[C:9]([C:11]2[CH:12]=[CH:13][CH:14]=[CH:15][CH:16]=2)[N:10]=1. (10) Given the reactants [N+](C1C=CC(C([O:10][CH2:11][CH2:12][CH2:13][CH2:14][CH:15]([O:17][N+:18]([O-:20])=[O:19])[CH3:16])=O)=CC=1)([O-])=O.[OH-].[Na+], predict the reaction product. The product is: [N+:18]([O:17][CH:15]([CH3:16])[CH2:14][CH2:13][CH2:12][CH2:11][OH:10])([O-:20])=[O:19].